From a dataset of Forward reaction prediction with 1.9M reactions from USPTO patents (1976-2016). Predict the product of the given reaction. (1) Given the reactants [CH2:1]([O:3][CH:4]([CH2:8][C:9]1[CH:14]=[CH:13][C:12]([O:15][CH2:16][CH2:17][N:18]2[C:23](=[O:24])[CH:22]=[C:21]([C:25]3[CH:30]=[CH:29][CH:28]=[CH:27][CH:26]=3)[N:20]=[C:19]2[CH2:31][CH3:32])=[CH:11][CH:10]=1)[C:5]([OH:7])=[O:6])[CH3:2].[NH2:33][C@H:34]([C:40]([OH:42])=[O:41])[CH2:35][CH2:36][CH2:37][CH2:38][NH2:39], predict the reaction product. The product is: [NH2:33][C@H:34]([C:40]([OH:42])=[O:41])[CH2:35][CH2:36][CH2:37][CH2:38][NH2:39].[CH2:1]([O:3][CH:4]([CH2:8][C:9]1[CH:10]=[CH:11][C:12]([O:15][CH2:16][CH2:17][N:18]2[C:23](=[O:24])[CH:22]=[C:21]([C:25]3[CH:30]=[CH:29][CH:28]=[CH:27][CH:26]=3)[N:20]=[C:19]2[CH2:31][CH3:32])=[CH:13][CH:14]=1)[C:5]([OH:7])=[O:6])[CH3:2]. (2) Given the reactants [CH3:1][Si:2]([CH3:42])([CH2:31][CH2:32][CH2:33][O:34][Si:35]([CH2:40][CH3:41])([CH2:38][CH3:39])[CH2:36][CH3:37])[CH2:3][CH2:4][C:5]1[C:17]2[CH2:16][N:15]3[C:10](=[CH:11][C:12]4[C:22]([CH2:24][CH3:25])([OH:23])[C:21](=[O:26])[O:20][CH2:19][C:13]=4[C:14]3=[O:18])[C:9]=2[N:8]=[C:7]2[CH:27]=[CH:28][CH:29]=[CH:30][C:6]=12.N1C=CC=CC=1.[C:49](Cl)(Cl)=[O:50].[CH2:53]([OH:60])[C:54]1[CH:59]=[CH:58][CH:57]=[CH:56][CH:55]=1, predict the reaction product. The product is: [CH3:42][Si:2]([CH3:1])([CH2:31][CH2:32][CH2:33][O:34][Si:35]([CH2:40][CH3:41])([CH2:38][CH3:39])[CH2:36][CH3:37])[CH2:3][CH2:4][C:5]1[C:17]2[CH2:16][N:15]3[C:10](=[CH:11][C:12]4[C:22]([O:23][C:49](=[O:50])[O:60][CH2:53][C:54]5[CH:59]=[CH:58][CH:57]=[CH:56][CH:55]=5)([CH2:24][CH3:25])[C:21](=[O:26])[O:20][CH2:19][C:13]=4[C:14]3=[O:18])[C:9]=2[N:8]=[C:7]2[CH:27]=[CH:28][CH:29]=[CH:30][C:6]=12.